From a dataset of Forward reaction prediction with 1.9M reactions from USPTO patents (1976-2016). Predict the product of the given reaction. (1) Given the reactants [CH3:1][O:2][C:3](=[O:14])[C:4]1[CH:9]=[C:8]([N+:10]([O-:12])=[O:11])[CH:7]=[C:6](N)[CH:5]=1.N([O-])=O.[Na+].[ClH:19], predict the reaction product. The product is: [CH3:1][O:2][C:3](=[O:14])[C:4]1[CH:9]=[C:8]([N+:10]([O-:12])=[O:11])[CH:7]=[C:6]([Cl:19])[CH:5]=1. (2) Given the reactants [N+:1]([C:4]1[CH:5]=[C:6]([CH:8]=[CH:9][CH:10]=1)[NH2:7])([O-:3])=[O:2].[C:11](O[C:11]([O:13][C:14]([CH3:17])([CH3:16])[CH3:15])=[O:12])([O:13][C:14]([CH3:17])([CH3:16])[CH3:15])=[O:12].N1C=CC(N)=CC=1, predict the reaction product. The product is: [C:14]([O:13][C:11](=[O:12])[NH:7][C:6]1[CH:8]=[CH:9][CH:10]=[C:4]([N+:1]([O-:3])=[O:2])[CH:5]=1)([CH3:17])([CH3:16])[CH3:15]. (3) Given the reactants [NH3:1].Cl[C:3]1[C:8]([CH3:9])=[N:7][N:6]2[C:10]([CH2:13][C:14]3[CH:19]=[CH:18][C:17]([OH:20])=[CH:16][CH:15]=3)=[N:11][N:12]=[C:5]2[N:4]=1, predict the reaction product. The product is: [NH2:1][C:3]1[C:8]([CH3:9])=[N:7][N:6]2[C:10]([CH2:13][C:14]3[CH:19]=[CH:18][C:17]([OH:20])=[CH:16][CH:15]=3)=[N:11][N:12]=[C:5]2[N:4]=1. (4) Given the reactants C[O:2][C:3](=[O:22])[CH2:4][C:5]1[C:14]([CH3:15])=[C:13]([C:16](=[CH2:20])[CH2:17][CH2:18][NH2:19])[C:12]2[C:7](=[CH:8][CH:9]=[C:10]([F:21])[CH:11]=2)[CH:6]=1.[CH:23]1([S:29](Cl)(=[O:31])=[O:30])[CH2:28][CH2:27][CH2:26][CH2:25][CH2:24]1, predict the reaction product. The product is: [CH:23]1([S:29]([NH:19][CH2:18][CH2:17][C:16]([C:13]2[C:12]3[C:7](=[CH:8][CH:9]=[C:10]([F:21])[CH:11]=3)[CH:6]=[C:5]([CH2:4][C:3]([OH:2])=[O:22])[C:14]=2[CH3:15])=[CH2:20])(=[O:31])=[O:30])[CH2:28][CH2:27][CH2:26][CH2:25][CH2:24]1. (5) The product is: [CH3:1][N:2]1[CH:6]=[C:5]([C:7]2[N:12]=[C:11]([C:13]3[CH:14]=[N:15][N:16]([CH2:18][O:19][CH2:20][CH2:21][Si:22]([CH3:23])([CH3:25])[CH3:24])[CH:17]=3)[N:10]3[CH:27]=[CH:28][N:26]=[C:9]3[CH:8]=2)[CH:4]=[N:3]1. Given the reactants [CH3:1][N:2]1[CH:6]=[C:5]([C:7]2[N:12]=[C:11]([C:13]3[CH:14]=[N:15][N:16]([CH2:18][O:19][CH2:20][CH2:21][Si:22]([CH3:25])([CH3:24])[CH3:23])[CH:17]=3)[N:10]=[C:9]([NH2:26])[CH:8]=2)[CH:4]=[N:3]1.[CH3:27][C:28]([O-])=O.[Na+].ClCC=O, predict the reaction product. (6) Given the reactants [C:1]([NH:8][CH:9]([CH2:13][C:14]1[CH:19]=[CH:18][C:17]([C:20]#[N:21])=[CH:16][CH:15]=1)[C:10]([OH:12])=O)([O:3][C:4]([CH3:7])([CH3:6])[CH3:5])=[O:2].[CH3:22][CH:23]1[CH:27]=[CH:26][CH:25]([CH3:28])[NH:24]1.F[P-](F)(F)(F)(F)F.N1(O[P+](N(C)C)(N(C)C)N(C)C)C2C=CC=CC=2N=N1.CCN(CC)CC, predict the reaction product. The product is: [C:1]([NH:8][CH:9]([CH2:13][C:14]1[CH:19]=[CH:18][C:17]([C:20]#[N:21])=[CH:16][CH:15]=1)[C:10]([N:24]1[CH:25]([CH3:28])[CH:26]=[CH:27][CH:23]1[CH3:22])=[O:12])([O:3][C:4]([CH3:5])([CH3:6])[CH3:7])=[O:2].